This data is from Full USPTO retrosynthesis dataset with 1.9M reactions from patents (1976-2016). The task is: Predict the reactants needed to synthesize the given product. (1) Given the product [CH3:1][N:2]([CH2:23][CH2:22][CH2:21][CH2:20][CH2:19][CH2:18][CH2:17][CH2:16]/[CH:15]=[CH:14]\[CH2:13][CH2:12][CH2:11][CH2:10][CH2:9][CH3:8])[CH2:8][CH2:9][CH2:10][CH2:11][CH2:12][CH2:13][CH2:14][CH2:15]/[CH:16]=[CH:17]\[CH2:18][CH2:19][CH2:20][CH2:21][CH2:22][CH3:23], predict the reactants needed to synthesize it. The reactants are: [CH3:1][NH2:2].CS(O[CH2:8][CH2:9][CH2:10][CH2:11][CH2:12][CH2:13][CH2:14][CH2:15]/[CH:16]=[CH:17]\[CH2:18][CH2:19][CH2:20][CH2:21][CH2:22][CH3:23])(=O)=O. (2) Given the product [NH2:1][C:2]1[C:3]([F:13])=[C:4]([CH2:5][OH:6])[C:8]([F:12])=[C:9]([F:11])[CH:10]=1, predict the reactants needed to synthesize it. The reactants are: [NH2:1][C:2]1[C:3]([F:13])=[C:4]([C:8]([F:12])=[C:9]([F:11])[CH:10]=1)[C:5](O)=[O:6].B.